Dataset: Peptide-MHC class II binding affinity with 134,281 pairs from IEDB. Task: Regression. Given a peptide amino acid sequence and an MHC pseudo amino acid sequence, predict their binding affinity value. This is MHC class II binding data. (1) The peptide sequence is TLEALDYKECEWPLT. The MHC is HLA-DQA10103-DQB10603 with pseudo-sequence HLA-DQA10103-DQB10603. The binding affinity (normalized) is 0. (2) The peptide sequence is VHAQTVEDEARRMWA. The MHC is DRB3_0101 with pseudo-sequence DRB3_0101. The binding affinity (normalized) is 0.596. (3) The peptide sequence is IHRIRTLIGQEKYTDHHHHHH. The MHC is DRB1_1101 with pseudo-sequence DRB1_1101. The binding affinity (normalized) is 0.898. (4) The peptide sequence is KGDEQKLRSAGEVEI. The MHC is HLA-DQA10501-DQB10301 with pseudo-sequence HLA-DQA10501-DQB10301. The binding affinity (normalized) is 0.458. (5) The binding affinity (normalized) is 0.258. The peptide sequence is TLWQRPIVTIKIGGQLREAL. The MHC is DRB3_0101 with pseudo-sequence DRB3_0101. (6) The peptide sequence is FGMVQFQKFFNPVTP. The MHC is DRB1_1101 with pseudo-sequence DRB1_1101. The binding affinity (normalized) is 0.0125. (7) The peptide sequence is QPEWFRNVLSIAPIMF. The MHC is DRB1_0901 with pseudo-sequence DRB1_0901. The binding affinity (normalized) is 0.512.